The task is: Predict the reaction yield, written as a fraction of the theoretical maximum amount of product (1.0 means a 100% yield; for example, 0.34 means a 34% yield).. This data is from Reaction yield outcomes from USPTO patents with 853,638 reactions. (1) The reactants are [F:1][C:2]1[CH:7]=[CH:6][CH:5]=[CH:4][C:3]=1[CH2:8][C:9](O)=[O:10].[H-].[Al+3].[Li+].[H-].[H-].[H-]. The catalyst is C1COCC1. The product is [F:1][C:2]1[CH:7]=[CH:6][CH:5]=[CH:4][C:3]=1[CH2:8][CH2:9][OH:10]. The yield is 0.970. (2) The reactants are [Br:1][C:2]1[CH:10]=[C:6]([C:7]([OH:9])=O)[C:5]([OH:11])=[CH:4][CH:3]=1.[CH2:12]([O:14][C:15]([C:17]1[S:21][C:20]([NH2:22])=[N:19][C:18]=1[C:23]1[CH:28]=[CH:27][CH:26]=[CH:25][CH:24]=1)=[O:16])[CH3:13]. No catalyst specified. The product is [CH2:12]([O:14][C:15]([C:17]1[S:21][C:20]([NH:22][C:7](=[O:9])[C:6]2[CH:10]=[C:2]([Br:1])[CH:3]=[CH:4][C:5]=2[OH:11])=[N:19][C:18]=1[C:23]1[CH:28]=[CH:27][CH:26]=[CH:25][CH:24]=1)=[O:16])[CH3:13]. The yield is 0.286. (3) The reactants are [C:1]1([NH2:8])[CH:6]=[CH:5][CH:4]=[C:3]([NH2:7])[CH:2]=1.C(N(CC)C(C)C)(C)C.Cl[C:19]([O:21][CH2:22][C:23]1[CH:28]=[CH:27][CH:26]=[CH:25][CH:24]=1)=[O:20]. The catalyst is C(Cl)Cl. The product is [NH2:7][C:3]1[CH:2]=[C:1]([NH:8][C:19](=[O:20])[O:21][CH2:22][C:23]2[CH:28]=[CH:27][CH:26]=[CH:25][CH:24]=2)[CH:6]=[CH:5][CH:4]=1. The yield is 0.470. (4) The yield is 0.634. The reactants are [CH2:1]([O:3][C:4]1[C:9]([I:10])=[CH:8][N:7]=[C:6]([OH:11])[CH:5]=1)[CH3:2].Br[CH2:13][C:14]1[CH:19]=[CH:18][CH:17]=[CH:16][CH:15]=1. The catalyst is C1COCC1.C(=O)([O-])[O-].[Ag+2]. The product is [CH2:13]([O:11][C:6]1[CH:5]=[C:4]([O:3][CH2:1][CH3:2])[C:9]([I:10])=[CH:8][N:7]=1)[C:14]1[CH:19]=[CH:18][CH:17]=[CH:16][CH:15]=1. (5) The reactants are [C:1]([C:4]1[C:24](=[O:25])[C@@:8]2([CH3:26])[C:9]3[C:15]([OH:16])=[CH:14][C:13]([O:17][CH:18]([F:20])[F:19])=[C:12]([C:21]([NH2:23])=[O:22])[C:10]=3[O:11][C:7]2=[CH:6][C:5]=1[OH:27])(=[O:3])[CH3:2].[CH3:28][C:29]1[CH:38]=[CH:37][C:36]2[C:31](=[CH:32][CH:33]=[CH:34][CH:35]=2)[C:30]=1[CH:39]=O.C([SiH](CC)CC)C.FC(F)(F)C(O)=O. The catalyst is C(#N)C. The product is [C:1]([C:4]1[C:24](=[O:25])[C@@:8]2([CH3:26])[C:9]3[C:15]([OH:16])=[CH:14][C:13]([O:17][CH:18]([F:20])[F:19])=[C:12]([C:21]([NH:23][CH2:39][C:30]4[C:31]5[C:36](=[CH:35][CH:34]=[CH:33][CH:32]=5)[CH:37]=[CH:38][C:29]=4[CH3:28])=[O:22])[C:10]=3[O:11][C:7]2=[CH:6][C:5]=1[OH:27])(=[O:3])[CH3:2]. The yield is 0.420. (6) The reactants are Cl[C:2]1[C:7]([CH3:8])=[CH:6][C:5]([O:9][CH:10]([F:12])[F:11])=[CH:4][N:3]=1.C[C:14]([N:16](C)C)=O. The yield is 0.498. The catalyst is O.[C-]#N.[Zn+2].[C-]#N.C1(P(C2C=CC=CC=2)[C-]2C=CC=C2)C=CC=CC=1.[C-]1(P(C2C=CC=CC=2)C2C=CC=CC=2)C=CC=C1.[Fe+2]. The product is [F:11][CH:10]([F:12])[O:9][C:5]1[CH:6]=[C:7]([CH3:8])[C:2]([C:14]#[N:16])=[N:3][CH:4]=1.